From a dataset of Full USPTO retrosynthesis dataset with 1.9M reactions from patents (1976-2016). Predict the reactants needed to synthesize the given product. (1) Given the product [Si:9]([O:16][CH2:17][CH2:18][N:19]([C:7]#[N:6])[C:20]1[CH:21]=[CH:22][C:23]([N:26]2[C:34](=[O:35])[C:33]3[C:28](=[CH:29][CH:30]=[CH:31][C:32]=3[NH:36][C:37]([C:39]3[S:40][C:41]([Cl:44])=[CH:42][CH:43]=3)=[O:38])[C:27]2=[O:45])=[CH:24][CH:25]=1)([C:12]([CH3:15])([CH3:13])[CH3:14])([CH3:11])[CH3:10], predict the reactants needed to synthesize it. The reactants are: C(=O)(O)[O-].[Na+].[N:6]#[C:7]Br.[Si:9]([O:16][CH2:17][CH2:18][NH:19][C:20]1[CH:25]=[CH:24][C:23]([N:26]2[C:34](=[O:35])[C:33]3[C:28](=[CH:29][CH:30]=[CH:31][C:32]=3[NH:36][C:37]([C:39]3[S:40][C:41]([Cl:44])=[CH:42][CH:43]=3)=[O:38])[C:27]2=[O:45])=[CH:22][CH:21]=1)([C:12]([CH3:15])([CH3:14])[CH3:13])([CH3:11])[CH3:10].O.ClCCl. (2) Given the product [Cl:17][C:18]1[CH:23]=[CH:22][N:21]2[N:24]=[CH:25][C:26]([C:27]([NH:14][C:13]3[N:9]([C:5]4[CH:6]=[CH:7][CH:8]=[C:3]([C:2]([F:1])([F:15])[F:16])[CH:4]=4)[N:10]=[CH:11][CH:12]=3)=[O:28])=[C:20]2[N:19]=1, predict the reactants needed to synthesize it. The reactants are: [F:1][C:2]([F:16])([F:15])[C:3]1[CH:4]=[C:5]([N:9]2[C:13]([NH2:14])=[CH:12][CH:11]=[N:10]2)[CH:6]=[CH:7][CH:8]=1.[Cl:17][C:18]1[CH:23]=[CH:22][N:21]2[N:24]=[CH:25][C:26]([C:27](Cl)=[O:28])=[C:20]2[N:19]=1.C(N(C(C)C)CC)(C)C.